This data is from Catalyst prediction with 721,799 reactions and 888 catalyst types from USPTO. The task is: Predict which catalyst facilitates the given reaction. (1) Product: [Br:28][CH2:10][C:7]1[CH:6]=[CH:5][C:4]([CH2:3][C:2]([F:15])([F:1])[C:11]([F:13])([F:12])[F:14])=[CH:9][CH:8]=1. Reactant: [F:1][C:2]([F:15])([C:11]([F:14])([F:13])[F:12])[CH2:3][C:4]1[CH:9]=[CH:8][C:7]([CH3:10])=[CH:6][CH:5]=1.N(C(C)(C)C#N)=NC(C)(C)C#N.[Br:28]N1C(=O)CCC1=O. The catalyst class is: 53. (2) Reactant: Cl.[Cl:2][C:3]1[N:8]=[C:7]([CH3:9])[N:6]=[C:5]([NH2:10])[C:4]=1[CH2:11][CH2:12][CH:13]1[CH2:18][CH2:17][NH:16][CH2:15][CH2:14]1.C(N(C(C)C)CC)(C)C.F[P-](F)(F)(F)(F)F.CN(C(=[N+](C)C)ON1C2=NC=CC=C2N=N1)C.[C:52]([O:56][C:57]([NH:59][C@@H:60]([CH3:64])[C:61](O)=[O:62])=[O:58])([CH3:55])([CH3:54])[CH3:53]. The catalyst class is: 3. Product: [NH2:10][C:5]1[C:4]([CH2:11][CH2:12][CH:13]2[CH2:18][CH2:17][N:16]([C:61](=[O:62])[C@@H:60]([NH:59][C:57](=[O:58])[O:56][C:52]([CH3:54])([CH3:53])[CH3:55])[CH3:64])[CH2:15][CH2:14]2)=[C:3]([Cl:2])[N:8]=[C:7]([CH3:9])[N:6]=1. (3) Reactant: [N+:1]([C:4]1[C:5]([C:11]2[CH:16]=[CH:15][N:14]=[CH:13][CH:12]=2)=[N:6][CH:7]=[CH:8][C:9]=1[NH2:10])([O-])=O.[NH4+].[Cl-]. Product: [N:6]1[CH:7]=[CH:8][C:9]([NH2:10])=[C:4]([NH2:1])[C:5]=1[C:11]1[CH:16]=[CH:15][N:14]=[CH:13][CH:12]=1. The catalyst class is: 415. (4) Product: [C:26]([C:30]1[CH:31]=[C:32]([NH:41][C:42]([NH:44][C:45]2[C:54]3[C:49](=[CH:50][CH:51]=[CH:52][CH:53]=3)[C:48]([O:55][C:56]3[CH:61]=[CH:60][N:59]=[C:58]([NH:62][C:63]4[CH:68]=[CH:67][C:66]([C:69](=[O:80])[NH:70][CH2:71][CH2:72][N:73]5[CH2:74][CH2:75][S:76](=[O:79])[CH2:77][CH2:78]5)=[C:65]([O:81][CH3:82])[CH:64]=4)[CH:57]=3)=[CH:47][CH:46]=2)=[O:43])[C:33]([O:39][CH3:40])=[C:34]([CH:38]=1)[C:35]([NH:83][CH2:84][CH2:85][OH:86])=[O:36])([CH3:28])([CH3:27])[CH3:29]. Reactant: CN(C(ON1N=NC2C=CC=NC1=2)=[N+](C)C)C.F[P-](F)(F)(F)(F)F.Cl.[C:26]([C:30]1[CH:31]=[C:32]([NH:41][C:42]([NH:44][C:45]2[C:54]3[C:49](=[CH:50][CH:51]=[CH:52][CH:53]=3)[C:48]([O:55][C:56]3[CH:61]=[CH:60][N:59]=[C:58]([NH:62][C:63]4[CH:68]=[CH:67][C:66]([C:69](=[O:80])[NH:70][CH2:71][CH2:72][N:73]5[CH2:78][CH2:77][S:76](=[O:79])[CH2:75][CH2:74]5)=[C:65]([O:81][CH3:82])[CH:64]=4)[CH:57]=3)=[CH:47][CH:46]=2)=[O:43])[C:33]([O:39][CH3:40])=[C:34]([CH:38]=1)[C:35](O)=[O:36])([CH3:29])([CH3:28])[CH3:27].[NH2:83][CH2:84][CH2:85][OH:86].CCN(C(C)C)C(C)C. The catalyst class is: 18. (5) Reactant: [Br:1][C:2]1[CH:3]=[CH:4][C:5]([C:8]([CH3:14])([CH3:13])[C:9]([O:11]C)=[O:10])=[N:6][CH:7]=1.[OH-].[Na+]. Product: [Br:1][C:2]1[CH:3]=[CH:4][C:5]([C:8]([CH3:14])([CH3:13])[C:9]([OH:11])=[O:10])=[N:6][CH:7]=1. The catalyst class is: 5. (6) Reactant: [C:1](=[O:15])([O:10][C:11]([CH3:14])([CH3:13])[CH3:12])O[C:1]([O:10][C:11]([CH3:14])([CH3:13])[CH3:12])=[O:15].Cl.[Br:17][C:18]1[CH:23]=[CH:22][C:21]([S:24]([CH:27]2[CH2:32][CH2:31][NH:30][CH2:29][CH2:28]2)(=[O:26])=[O:25])=[CH:20][CH:19]=1.CCN(CC)CC. Product: [Br:17][C:18]1[CH:19]=[CH:20][C:21]([S:24]([CH:27]2[CH2:32][CH2:31][N:30]([C:1]([O:10][C:11]([CH3:12])([CH3:13])[CH3:14])=[O:15])[CH2:29][CH2:28]2)(=[O:25])=[O:26])=[CH:22][CH:23]=1. The catalyst class is: 2. (7) Reactant: [F:1][C:2]1[CH:7]=[CH:6][CH:5]=[CH:4][C:3]=1[SH:8].CC(C)([O-])C.[K+].[CH3:15][O:16][CH:17]([O:20][CH3:21])[CH2:18]Cl.O. Product: [CH3:15][O:16][CH:17]([O:20][CH3:21])[CH2:18][S:8][C:3]1[CH:4]=[CH:5][CH:6]=[CH:7][C:2]=1[F:1]. The catalyst class is: 1. (8) Reactant: [F:1][C:2]([F:18])([F:17])[C:3]1[CH:16]=[CH:15][C:6]([C:7]([NH:9][CH:10]([CH3:14])[C:11]([OH:13])=O)=O)=[CH:5][CH:4]=1.[C:19](Cl)(=[O:23])C(Cl)=O.C(N(CC)CC)C.[CH3:32][OH:33]. Product: [CH3:32][O:33][C:19]([C:11]1[O:13][C:7]([C:6]2[CH:5]=[CH:4][C:3]([C:2]([F:1])([F:17])[F:18])=[CH:16][CH:15]=2)=[N:9][C:10]=1[CH3:14])=[O:23]. The catalyst class is: 3. (9) Reactant: CC(C)([O-])C.[K+].C(OP([CH2:15]/[C:16](/[C:23]1[CH:28]=[CH:27][CH:26]=[CH:25][CH:24]=1)=[CH:17]/[C:18]([O:20][CH2:21][CH3:22])=[O:19])(OCC)=O)C.[CH3:29][O:30][C:31]1[CH:36]=[CH:35][C:34]([O:37][CH3:38])=[CH:33][C:32]=1[C:39](=[O:42])[CH:40]=O.O. The catalyst class is: 7. Product: [CH3:29][O:30][C:31]1[CH:36]=[CH:35][C:34]([O:37][CH3:38])=[CH:33][C:32]=1[C:39](=[O:42])/[CH:40]=[CH:15]/[C:16](/[C:23]1[CH:24]=[CH:25][CH:26]=[CH:27][CH:28]=1)=[CH:17]/[C:18]([O:20][CH2:21][CH3:22])=[O:19]. (10) Reactant: [Br:1][C:2]1[CH:3]=[C:4]2[C:8](=[CH:9][CH:10]=1)[NH:7][CH2:6][CH2:5]2.[C:11]([N:18]1[CH2:23][CH2:22][C:21](=O)[CH2:20][CH2:19]1)([O:13][C:14]([CH3:17])([CH3:16])[CH3:15])=[O:12].[BH-](OC(C)=O)(OC(C)=O)OC(C)=O.[Na+]. Product: [Br:1][C:2]1[CH:3]=[C:4]2[C:8](=[CH:9][CH:10]=1)[N:7]([CH:21]1[CH2:22][CH2:23][N:18]([C:11]([O:13][C:14]([CH3:17])([CH3:16])[CH3:15])=[O:12])[CH2:19][CH2:20]1)[CH2:6][CH2:5]2. The catalyst class is: 404.